This data is from Peptide-MHC class I binding affinity with 185,985 pairs from IEDB/IMGT. The task is: Regression. Given a peptide amino acid sequence and an MHC pseudo amino acid sequence, predict their binding affinity value. This is MHC class I binding data. (1) The peptide sequence is TVSSFQDIL. The MHC is HLA-A02:02 with pseudo-sequence HLA-A02:02. The binding affinity (normalized) is 0.434. (2) The peptide sequence is NPHWKTPSF. The MHC is Patr-A0701 with pseudo-sequence Patr-A0701. The binding affinity (normalized) is 0. (3) The peptide sequence is KKPRNFPMAQ. The MHC is Mamu-B03 with pseudo-sequence Mamu-B03. The binding affinity (normalized) is 0.269. (4) The peptide sequence is ISLWGSLLK. The MHC is HLA-A03:01 with pseudo-sequence HLA-A03:01. The binding affinity (normalized) is 0.674.